From a dataset of Catalyst prediction with 721,799 reactions and 888 catalyst types from USPTO. Predict which catalyst facilitates the given reaction. (1) Product: [F:68][C:65]1[CH:64]=[CH:63][C:62]([CH:49]([NH:48][C:8]([C:7]2[C:2]([OH:1])=[N:3][C:4]([N:11]3[CH:15]=[CH:14][CH:13]=[N:12]3)=[N:5][CH:6]=2)=[O:10])[C:50]2[CH:55]=[CH:54][C:53]([P:56]([CH3:61])(=[O:60])[O:57][CH2:58][CH3:59])=[CH:52][CH:51]=2)=[CH:67][CH:66]=1. The catalyst class is: 23. Reactant: [OH:1][C:2]1[C:7]([C:8]([OH:10])=O)=[CH:6][N:5]=[C:4]([N:11]2[CH:15]=[CH:14][CH:13]=[N:12]2)[N:3]=1.CCN(CC)CC.CN(C(ON1N=NC2C=CC=NC1=2)=[N+](C)C)C.F[P-](F)(F)(F)(F)F.Cl.[NH2:48][CH:49]([C:62]1[CH:67]=[CH:66][C:65]([F:68])=[CH:64][CH:63]=1)[C:50]1[CH:55]=[CH:54][C:53]([P:56]([CH3:61])(=[O:60])[O:57][CH2:58][CH3:59])=[CH:52][CH:51]=1. (2) Reactant: [I:1][C:2]1[C:10]2[CH:9]=[N:8][CH:7]=[N:6][C:5]=2[N:4]([C:11]([CH3:15])([CH3:14])[CH2:12][OH:13])[CH:3]=1.[H-].[Na+].[CH3:18]I. Product: [I:1][C:2]1[C:10]2[CH:9]=[N:8][CH:7]=[N:6][C:5]=2[N:4]([C:11]([CH3:15])([CH3:14])[CH2:12][O:13][CH3:18])[CH:3]=1. The catalyst class is: 1. (3) Reactant: Cl[C:2]1[CH:7]=[C:6]([NH:8][C@@H:9]2[CH2:14][CH2:13][C@H:12]([C:15]([NH:17][CH:18]([CH3:20])[CH3:19])=[O:16])[CH2:11][CH2:10]2)[C:5]([N+:21]([O-])=O)=[CH:4][N:3]=1.Cl.C([O-])=O.[NH4+]. Product: [NH2:21][C:5]1[CH:4]=[N:3][CH:2]=[CH:7][C:6]=1[NH:8][CH:9]1[CH2:10][CH2:11][CH:12]([C:15]([NH:17][CH:18]([CH3:20])[CH3:19])=[O:16])[CH2:13][CH2:14]1. The catalyst class is: 50. (4) Reactant: [ClH:1].[F:2][CH2:3][CH2:4][NH2:5].C(N(CC)CC)C.[Cl:13][C:14]1[CH:19]=[CH:18][C:17](C(F)(F)F)=[CH:16][C:15]=1[CH2:24][S:25](Cl)(=[O:27])=[O:26]. Product: [Cl:13][C:14]1[CH:19]=[C:18]([Cl:1])[CH:17]=[CH:16][C:15]=1[CH2:24][S:25]([NH:5][CH2:4][CH2:3][F:2])(=[O:27])=[O:26]. The catalyst class is: 4. (5) Reactant: CCN(CC)CC.[CH3:8][S:9](Cl)(=[O:11])=[O:10].[O:13]1[C:17]2[CH:18]=[CH:19][CH:20]=[CH:21][C:16]=2[CH:15]=[C:14]1[C:22]1[O:27][C:26](=[O:28])[C:25]([CH3:29])=[C:24]([OH:30])[C:23]=1[CH3:31].OS([O-])(=O)=O.[K+]. Product: [O:13]1[C:17]2[CH:18]=[CH:19][CH:20]=[CH:21][C:16]=2[CH:15]=[C:14]1[C:22]1[O:27][C:26](=[O:28])[C:25]([CH3:29])=[C:24]([O:30][S:9]([CH3:8])(=[O:11])=[O:10])[C:23]=1[CH3:31]. The catalyst class is: 1.